Dataset: NCI-60 drug combinations with 297,098 pairs across 59 cell lines. Task: Regression. Given two drug SMILES strings and cell line genomic features, predict the synergy score measuring deviation from expected non-interaction effect. (1) Drug 1: CC12CCC3C(C1CCC2=O)CC(=C)C4=CC(=O)C=CC34C. Drug 2: C1CN(CCN1C(=O)CCBr)C(=O)CCBr. Cell line: NCI-H522. Synergy scores: CSS=39.1, Synergy_ZIP=-0.0746, Synergy_Bliss=1.07, Synergy_Loewe=0.790, Synergy_HSA=2.76. (2) Drug 1: CC12CCC(CC1=CCC3C2CCC4(C3CC=C4C5=CN=CC=C5)C)O. Drug 2: CCN(CC)CCNC(=O)C1=C(NC(=C1C)C=C2C3=C(C=CC(=C3)F)NC2=O)C. Cell line: SNB-19. Synergy scores: CSS=1.57, Synergy_ZIP=-0.245, Synergy_Bliss=-2.50, Synergy_Loewe=-3.30, Synergy_HSA=-3.39. (3) Drug 1: CN1CCC(CC1)COC2=C(C=C3C(=C2)N=CN=C3NC4=C(C=C(C=C4)Br)F)OC. Drug 2: C1=CC=C(C(=C1)C(C2=CC=C(C=C2)Cl)C(Cl)Cl)Cl. Cell line: NCI-H460. Synergy scores: CSS=2.31, Synergy_ZIP=-1.50, Synergy_Bliss=-1.34, Synergy_Loewe=-3.87, Synergy_HSA=-1.26. (4) Drug 1: C1CNP(=O)(OC1)N(CCCl)CCCl. Drug 2: CC1C(C(CC(O1)OC2CC(CC3=C2C(=C4C(=C3O)C(=O)C5=CC=CC=C5C4=O)O)(C(=O)C)O)N)O. Cell line: NCI-H226. Synergy scores: CSS=40.8, Synergy_ZIP=0.444, Synergy_Bliss=1.17, Synergy_Loewe=-61.9, Synergy_HSA=-1.22. (5) Drug 1: CC1=C(N=C(N=C1N)C(CC(=O)N)NCC(C(=O)N)N)C(=O)NC(C(C2=CN=CN2)OC3C(C(C(C(O3)CO)O)O)OC4C(C(C(C(O4)CO)O)OC(=O)N)O)C(=O)NC(C)C(C(C)C(=O)NC(C(C)O)C(=O)NCCC5=NC(=CS5)C6=NC(=CS6)C(=O)NCCC[S+](C)C)O. Drug 2: CC1CCCC2(C(O2)CC(NC(=O)CC(C(C(=O)C(C1O)C)(C)C)O)C(=CC3=CSC(=N3)C)C)C. Cell line: LOX IMVI. Synergy scores: CSS=52.4, Synergy_ZIP=-12.8, Synergy_Bliss=-17.7, Synergy_Loewe=-11.1, Synergy_HSA=-10.4. (6) Drug 1: CC1C(C(CC(O1)OC2CC(CC3=C2C(=C4C(=C3O)C(=O)C5=C(C4=O)C(=CC=C5)OC)O)(C(=O)C)O)N)O.Cl. Drug 2: C#CCC(CC1=CN=C2C(=N1)C(=NC(=N2)N)N)C3=CC=C(C=C3)C(=O)NC(CCC(=O)O)C(=O)O. Cell line: SN12C. Synergy scores: CSS=24.2, Synergy_ZIP=-5.94, Synergy_Bliss=-0.494, Synergy_Loewe=-1.34, Synergy_HSA=-0.258. (7) Drug 1: CC1=C2C(C(=O)C3(C(CC4C(C3C(C(C2(C)C)(CC1OC(=O)C(C(C5=CC=CC=C5)NC(=O)C6=CC=CC=C6)O)O)OC(=O)C7=CC=CC=C7)(CO4)OC(=O)C)O)C)OC(=O)C. Drug 2: CCC1=C2CN3C(=CC4=C(C3=O)COC(=O)C4(CC)O)C2=NC5=C1C=C(C=C5)O. Cell line: IGROV1. Synergy scores: CSS=28.6, Synergy_ZIP=-8.85, Synergy_Bliss=-1.96, Synergy_Loewe=0.0417, Synergy_HSA=1.40. (8) Drug 1: C1=CC(=CC=C1CCCC(=O)O)N(CCCl)CCCl. Drug 2: CNC(=O)C1=NC=CC(=C1)OC2=CC=C(C=C2)NC(=O)NC3=CC(=C(C=C3)Cl)C(F)(F)F. Cell line: SF-295. Synergy scores: CSS=23.8, Synergy_ZIP=0.185, Synergy_Bliss=-2.24, Synergy_Loewe=-2.52, Synergy_HSA=1.99. (9) Drug 1: COC1=CC(=CC(=C1O)OC)C2C3C(COC3=O)C(C4=CC5=C(C=C24)OCO5)OC6C(C(C7C(O6)COC(O7)C8=CC=CS8)O)O. Drug 2: COC1=C2C(=CC3=C1OC=C3)C=CC(=O)O2. Cell line: PC-3. Synergy scores: CSS=16.6, Synergy_ZIP=0.0657, Synergy_Bliss=-0.183, Synergy_Loewe=-24.9, Synergy_HSA=0.0289.